This data is from Forward reaction prediction with 1.9M reactions from USPTO patents (1976-2016). The task is: Predict the product of the given reaction. (1) Given the reactants Cl[C:2]1[CH:3]=[CH:4][N:5]2[C:10]([C:11]=1[CH3:12])=[C:9]([CH:13]1[CH2:15][CH2:14]1)[CH:8]=[C:7]([C:16]([O:18][CH3:19])=[O:17])[C:6]2=[O:20].CC1(C)C(C)(C)OB([C:29]2[CH:37]=[C:36]3[C:32]([CH2:33][NH:34][C:35]3=[O:38])=[CH:31][CH:30]=2)O1, predict the reaction product. The product is: [O:38]=[C:35]1[C:36]2[C:32](=[CH:31][CH:30]=[C:29]([C:2]3[CH:3]=[CH:4][N:5]4[C:10]([C:11]=3[CH3:12])=[C:9]([CH:13]3[CH2:15][CH2:14]3)[CH:8]=[C:7]([C:16]([O:18][CH3:19])=[O:17])[C:6]4=[O:20])[CH:37]=2)[CH2:33][NH:34]1. (2) Given the reactants [Cl:1][C:2]1[CH:20]=[CH:19][C:5]([CH2:6][N:7]2[C:15]3[C:10](=[CH:11][CH:12]=[CH:13][C:14]=3[C:16](O)=[O:17])[CH:9]=[CH:8]2)=[CH:4][CH:3]=1.Cl.[NH2:22][CH2:23][C:24]1[CH:33]=[CH:32][C:27]([C:28]([O:30]C)=[O:29])=[CH:26][C:25]=1[Cl:34].CN(C(ON1N=NC2C=CC=NC1=2)=[N+](C)C)C.F[P-](F)(F)(F)(F)F.C(N(C(C)C)CC)(C)C.C(O)(=O)CC(CC(O)=O)(C(O)=O)O, predict the reaction product. The product is: [Cl:34][C:25]1[CH:26]=[C:27]([CH:32]=[CH:33][C:24]=1[CH2:23][NH:22][C:16]([C:14]1[CH:13]=[CH:12][CH:11]=[C:10]2[C:15]=1[N:7]([CH2:6][C:5]1[CH:19]=[CH:20][C:2]([Cl:1])=[CH:3][CH:4]=1)[CH:8]=[CH:9]2)=[O:17])[C:28]([OH:30])=[O:29].